Dataset: Reaction yield outcomes from USPTO patents with 853,638 reactions. Task: Predict the reaction yield, written as a fraction of the theoretical maximum amount of product (1.0 means a 100% yield; for example, 0.34 means a 34% yield). (1) The reactants are [OH:1][CH:2]([CH3:5])[CH2:3][NH2:4].C[C:7]1([CH3:27])[C:11]([C:12]([OH:14])=O)=[CH:10][NH:9][CH:8]1/[CH:15]=[C:16]1\[C:17](=[O:26])[NH:18][C:19]2[C:24]\1=[CH:23][C:22]([Cl:25])=[CH:21][CH:20]=2.CN(C(O[N:36]1[N:44]=[N:43]C2C=CC=[N:42][C:37]1=2)=[N+](C)C)C.F[P-](F)(F)(F)(F)F.[CH3:52]CN(C(C)C)C(C)C. The catalyst is CN(C=O)C.C(Cl)(Cl)Cl. The product is [Cl:25][C:22]1[CH:23]=[C:24]2[C:19](=[CH:20][CH:21]=1)[NH:18][C:17](=[O:26])/[C:16]/2=[CH:15]\[C:8]1[NH:9][C:10]([CH3:52])=[C:11]([C:12]([NH:4][CH2:3][CH:2]([OH:1])[CH2:5][N:44]2[N:43]=[N:42][CH:37]=[N:36]2)=[O:14])[C:7]=1[CH3:27]. The yield is 0.940. (2) The reactants are [N:1]1([C:7]2[CH:12]=[CH:11][CH:10]=[CH:9][C:8]=2[NH:13][C:14]([C:16]2[O:17][C:18](Br)=[CH:19][CH:20]=2)=[O:15])[CH2:6][CH2:5][CH2:4][CH2:3][CH2:2]1.[C:22]1(B(O)O)[CH:27]=[CH:26][CH:25]=[CH:24][CH:23]=1.C([O-])([O-])=O.[Na+].[Na+]. The catalyst is C1COCC1.O.C1(P(C2C=CC=CC=2)[C-]2C=CC=C2)C=CC=CC=1.[C-]1(P(C2C=CC=CC=2)C2C=CC=CC=2)C=CC=C1.[Fe+2].Cl[Pd]Cl. The product is [N:1]1([C:7]2[CH:12]=[CH:11][CH:10]=[CH:9][C:8]=2[NH:13][C:14]([C:16]2[O:17][C:18]([C:22]3[CH:27]=[CH:26][CH:25]=[CH:24][CH:23]=3)=[CH:19][CH:20]=2)=[O:15])[CH2:6][CH2:5][CH2:4][CH2:3][CH2:2]1. The yield is 0.750. (3) The reactants are [Cl:1][C:2]1[CH:7]=[CH:6][C:5]([C:8](=O)[CH2:9][CH2:10][C:11]([OH:13])=[O:12])=[CH:4][CH:3]=1.Cl.[O:16]([NH2:18])[CH3:17].C(=O)([O-])[O-].[Na+].[Na+].[CH2:25](O)[CH3:26]. No catalyst specified. The product is [Cl:1][C:2]1[CH:7]=[CH:6][C:5]([C:8](=[N:18][O:16][CH3:17])[CH2:9][CH2:10][C:11]([O:13][CH2:25][CH3:26])=[O:12])=[CH:4][CH:3]=1. The yield is 0.706. (4) The reactants are [NH2:1][C:2]1[CH:7]=[CH:6][C:5]([CH:8]([CH2:17][CH:18]2[CH2:22][CH2:21][CH2:20][CH2:19]2)[C:9]([NH:11][C:12]2[S:13][CH:14]=[CH:15][N:16]=2)=[O:10])=[CH:4][CH:3]=1.[F:23][C:24]([F:30])([F:29])[S:25](Cl)(=[O:27])=[O:26]. The catalyst is N1C=CC=CC=1. The product is [CH:18]1([CH2:17][CH:8]([C:5]2[CH:4]=[CH:3][C:2]([NH:1][S:25]([C:24]([F:30])([F:29])[F:23])(=[O:27])=[O:26])=[CH:7][CH:6]=2)[C:9]([NH:11][C:12]2[S:13][CH:14]=[CH:15][N:16]=2)=[O:10])[CH2:22][CH2:21][CH2:20][CH2:19]1. The yield is 0.419. (5) The reactants are [CH:1]1([CH2:4][NH:5][C:6]2[N:11]=[C:10]([NH:12][CH2:13][CH2:14][CH3:15])[N:9]=[C:8]([NH:16][CH2:17][C:18]#[CH:19])[N:7]=2)[CH2:3][CH2:2]1.[OH:20][S:21]([OH:24])(=[O:23])=[O:22].S(O)(O)(=O)=O.CN(C)C1N=C(NCCC)N=C(NCC#C)N=1.CN(C)C1N=C(NCCC)N=C(NCC#C)N=1. No catalyst specified. The product is [S:21]([OH:24])([OH:23])(=[O:22])=[O:20].[CH:1]1([CH2:4][NH:5][C:6]2[N:11]=[C:10]([NH:12][CH2:13][CH2:14][CH3:15])[N:9]=[C:8]([NH:16][CH2:17][C:18]#[CH:19])[N:7]=2)[CH2:2][CH2:3]1.[CH:1]1([CH2:4][NH:5][C:6]2[N:11]=[C:10]([NH:12][CH2:13][CH2:14][CH3:15])[N:9]=[C:8]([NH:16][CH2:17][C:18]#[CH:19])[N:7]=2)[CH2:2][CH2:3]1. The yield is 0.680. (6) The reactants are [CH3:1][C:2]1([CH3:19])[CH2:5][CH:4]([C:6]([C:8]2[CH:18]=[CH:17][C:11]([C:12]([O:14]CC)=[O:13])=[CH:10][CH:9]=2)=[O:7])[CH2:3]1.O1CCCC1.[OH-].[Na+]. The catalyst is CO. The product is [CH3:1][C:2]1([CH3:19])[CH2:3][CH:4]([C:6]([C:8]2[CH:9]=[CH:10][C:11]([C:12]([OH:14])=[O:13])=[CH:17][CH:18]=2)=[O:7])[CH2:5]1. The yield is 0.920. (7) The reactants are [CH3:1][O:2][C:3](=[O:12])[C:4]1[CH:9]=[CH:8][C:7]([CH2:10][NH2:11])=[CH:6][CH:5]=1.[CH:13](=O)[C:14]1[CH:19]=[CH:18][CH:17]=[CH:16][CH:15]=1.[BH4-].[Na+]. The catalyst is CCO. The product is [CH3:1][O:2][C:3]([C:4]1[CH:9]=[CH:8][C:7]([CH2:10][NH:11][CH2:13][C:14]2[CH:19]=[CH:18][CH:17]=[CH:16][CH:15]=2)=[CH:6][CH:5]=1)=[O:12]. The yield is 0.330. (8) The yield is 0.800. The product is [C:1]([O:5][C:6](=[O:27])[NH:7][C:8]([CH3:26])([CH3:25])[CH2:9][C:10]1[C:18]2[C:13](=[C:14]([CH2:19][CH2:20][S:21]([CH3:24])(=[O:23])=[O:22])[CH:15]=[CH:16][CH:17]=2)[NH:12][CH:11]=1)([CH3:3])([CH3:4])[CH3:2]. The catalyst is CO.[Pd]. The reactants are [C:1]([O:5][C:6](=[O:27])[NH:7][C:8]([CH3:26])([CH3:25])[CH2:9][C:10]1[C:18]2[C:13](=[C:14]([CH:19]=[CH:20][S:21]([CH3:24])(=[O:23])=[O:22])[CH:15]=[CH:16][CH:17]=2)[NH:12][CH:11]=1)([CH3:4])([CH3:3])[CH3:2].